Dataset: Reaction yield outcomes from USPTO patents with 853,638 reactions. Task: Predict the reaction yield, written as a fraction of the theoretical maximum amount of product (1.0 means a 100% yield; for example, 0.34 means a 34% yield). (1) The reactants are [NH2:1][CH2:2][CH2:3][OH:4].[CH3:5][C:6]([O:9][C:10](O[C:10]([O:9][C:6]([CH3:8])([CH3:7])[CH3:5])=[O:11])=[O:11])([CH3:8])[CH3:7].CO. The catalyst is C(Cl)Cl. The product is [OH:4][CH2:3][CH2:2][NH:1][C:10](=[O:11])[O:9][C:6]([CH3:8])([CH3:7])[CH3:5]. The yield is 0.910. (2) The reactants are Br[C:2]1[CH:3]=[CH:4][C:5]2[N:6]([C:8]([C:12]3[S:13][C:14]([C:23]4[N:27]=[CH:26][N:25]([CH:28]5[CH2:33][CH2:32][CH2:31][CH2:30][O:29]5)[N:24]=4)=[C:15]([C:17]4[CH:22]=[CH:21][CH:20]=[CH:19][CH:18]=4)[N:16]=3)=[C:9]([CH3:11])[N:10]=2)[CH:7]=1.[CH:34]([B-](F)(F)F)=[CH2:35].[K+].ClCCl.C(=O)([O-])[O-].[Cs+].[Cs+].COCCOC.O. The catalyst is CCOC(C)=O.C1C=CC(P(C2C=CC=CC=2)[C-]2C=CC=C2)=CC=1.C1C=CC(P(C2C=CC=CC=2)[C-]2C=CC=C2)=CC=1.Cl[Pd]Cl.[Fe+2].CO.C(Cl)Cl. The product is [CH3:11][C:9]1[N:10]=[C:5]2[CH:4]=[CH:3][C:2]([CH:34]=[CH2:35])=[CH:7][N:6]2[C:8]=1[C:12]1[S:13][C:14]([C:23]2[N:27]=[CH:26][N:25]([CH:28]3[CH2:33][CH2:32][CH2:31][CH2:30][O:29]3)[N:24]=2)=[C:15]([C:17]2[CH:22]=[CH:21][CH:20]=[CH:19][CH:18]=2)[N:16]=1. The yield is 0.797. (3) The reactants are [CH3:1][C:2]1[CH:3]=[CH:4][C:5]([CH2:8]O)=[N:6][CH:7]=1.S(Cl)([Cl:12])=O. The catalyst is C(Cl)Cl. The product is [Cl:12][CH2:8][C:5]1[CH:4]=[CH:3][C:2]([CH3:1])=[CH:7][N:6]=1. The yield is 0.760. (4) The reactants are [ClH:1].[CH3:2][O:3][C:4]1[C:5]([O:16][CH2:17][CH2:18][CH2:19][N:20]2[CH2:24][CH2:23][CH2:22][CH2:21]2)=[CH:6][C:7]([N+:13]([O-])=O)=[C:8]([CH:12]=1)[C:9]([NH2:11])=[O:10]. The catalyst is CO.[Fe]. The product is [ClH:1].[NH2:13][C:7]1[CH:6]=[C:5]([O:16][CH2:17][CH2:18][CH2:19][N:20]2[CH2:24][CH2:23][CH2:22][CH2:21]2)[C:4]([O:3][CH3:2])=[CH:12][C:8]=1[C:9]([NH2:11])=[O:10]. The yield is 0.850. (5) The reactants are [CH:1]1([C:4]([NH:6][C:7]2[S:8][C:9]3[C:14]([N:15]4[C:20](=[O:21])[CH:19]=[CH:18][C:17]([C:22](O)=[O:23])=[CH:16]4)=[N:13][NH:12][C:10]=3[N:11]=2)=[O:5])[CH2:3][CH2:2]1.CN(C(O[N:33]1N=N[C:35]2C=CC=N[C:34]1=2)=[N+](C)C)C.F[P-](F)(F)(F)(F)F.C(N(C(C)C)CC)(C)C.C(N)C. The catalyst is CN(C=O)C.CCOC(C)=O. The yield is 0.0200. The product is [CH2:34]([NH:33][C:22]([C:17]1[CH:18]=[CH:19][C:20](=[O:21])[N:15]([C:14]2[C:9]3[S:8][C:7]([NH:6][C:4]([CH:1]4[CH2:2][CH2:3]4)=[O:5])=[N:11][C:10]=3[NH:12][N:13]=2)[CH:16]=1)=[O:23])[CH3:35]. (6) The reactants are [NH2:1][C:2]1[CH:3]=[C:4]([C:8]([CH3:12])([CH3:11])[C:9]#[N:10])[CH:5]=[CH:6][CH:7]=1.C(=O)([O-])[O-].[K+].[K+].Cl[C:20]([O:22][C:23]1[CH:28]=[CH:27][CH:26]=[CH:25][CH:24]=1)=[O:21]. The catalyst is C1COCC1. The product is [C:9]([C:8]([C:4]1[CH:3]=[C:2]([NH:1][C:20](=[O:21])[O:22][C:23]2[CH:28]=[CH:27][CH:26]=[CH:25][CH:24]=2)[CH:7]=[CH:6][CH:5]=1)([CH3:12])[CH3:11])#[N:10]. The yield is 0.960. (7) The reactants are Br[C:2]1[CH:11]=[CH:10][C:9]2[C:4](=[CH:5][CH:6]=[C:7]([Br:12])[CH:8]=2)[CH:3]=1.[C:13]1(B(O)O)[C:26]2[C:27]3=[C:28]4[C:23](=[CH:24][CH:25]=2)[CH:22]=[CH:21][CH:20]=[C:19]4[CH:18]=[CH:17][C:16]3=[CH:15][CH:14]=1.C([O-])([O-])=O.[Na+].[Na+].CCO. The catalyst is C1C=CC([P]([Pd]([P](C2C=CC=CC=2)(C2C=CC=CC=2)C2C=CC=CC=2)([P](C2C=CC=CC=2)(C2C=CC=CC=2)C2C=CC=CC=2)[P](C2C=CC=CC=2)(C2C=CC=CC=2)C2C=CC=CC=2)(C2C=CC=CC=2)C2C=CC=CC=2)=CC=1.C1(C)C=CC=CC=1. The product is [Br:12][C:7]1[CH:8]=[C:9]2[C:4](=[CH:5][CH:6]=1)[CH:3]=[C:2]([C:20]1[C:19]3[C:28]4=[C:27]5[C:16](=[CH:17][CH:18]=3)[CH:15]=[CH:14][CH:13]=[C:26]5[CH:25]=[CH:24][C:23]4=[CH:22][CH:21]=1)[CH:11]=[CH:10]2. The yield is 0.480. (8) The reactants are C([O:3][C:4](=[O:27])[CH2:5][P:6]([C:11]1([NH:16][C:17]([O:19][CH2:20][C:21]2[CH:26]=[CH:25][CH:24]=[CH:23][CH:22]=2)=[O:18])[CH2:13][CH:12]1[CH:14]=[CH2:15])([O:8][CH2:9][CH3:10])=[O:7])C.[OH-].[Na+]. The catalyst is C1COCC1. The product is [CH2:20]([O:19][C:17]([NH:16][C:11]1([P:6]([CH2:5][C:4]([OH:27])=[O:3])([O:8][CH2:9][CH3:10])=[O:7])[CH2:13][CH:12]1[CH:14]=[CH2:15])=[O:18])[C:21]1[CH:22]=[CH:23][CH:24]=[CH:25][CH:26]=1. The yield is 0.690.